From a dataset of Full USPTO retrosynthesis dataset with 1.9M reactions from patents (1976-2016). Predict the reactants needed to synthesize the given product. (1) The reactants are: C[O:2][C:3](=[O:32])[C:4]1[CH:9]=[CH:8][C:7]([NH:10][C:11](=[O:31])[CH:12]([C:19]2[CH:24]=[CH:23][C:22]([C:25]3[CH:30]=[CH:29][CH:28]=[CH:27][CH:26]=3)=[CH:21][CH:20]=2)[CH2:13][CH:14]2[CH2:18][CH2:17][CH2:16][CH2:15]2)=[N:6][CH:5]=1.[OH-].[Na+]. Given the product [C:22]1([C:25]2[CH:30]=[CH:29][CH:28]=[CH:27][CH:26]=2)[CH:21]=[CH:20][C:19]([CH:12]([CH2:13][CH:14]2[CH2:18][CH2:17][CH2:16][CH2:15]2)[C:11]([NH:10][C:7]2[CH:8]=[CH:9][C:4]([C:3]([OH:32])=[O:2])=[CH:5][N:6]=2)=[O:31])=[CH:24][CH:23]=1, predict the reactants needed to synthesize it. (2) Given the product [CH3:29][C:10]1[N:9]([CH2:8][C:5]2[CH:6]=[CH:7][C:2]([NH:37][CH2:36][CH2:35][N:30]3[CH2:34][CH2:33][CH2:32][CH2:31]3)=[N:3][CH:4]=2)[CH:13]=[C:12]([C:14]2[O:18][N:17]=[C:16]([C:19]3[CH:24]=[CH:23][C:22]([Si:25]([CH3:28])([CH3:27])[CH3:26])=[CH:21][CH:20]=3)[N:15]=2)[CH:11]=1, predict the reactants needed to synthesize it. The reactants are: Cl[C:2]1[CH:7]=[CH:6][C:5]([CH2:8][N:9]2[CH:13]=[C:12]([C:14]3[O:18][N:17]=[C:16]([C:19]4[CH:24]=[CH:23][C:22]([Si:25]([CH3:28])([CH3:27])[CH3:26])=[CH:21][CH:20]=4)[N:15]=3)[CH:11]=[C:10]2[CH3:29])=[CH:4][N:3]=1.[N:30]1([CH2:35][CH2:36][NH2:37])[CH2:34][CH2:33][CH2:32][CH2:31]1. (3) Given the product [CH2:1]([O:8][C@@H:9]1[C@H:13]([O:14][CH2:15][C:16]2[CH:21]=[CH:20][CH:19]=[CH:18][CH:17]=2)[C@@H:12]([CH2:22][O:23][CH2:24][C:25]2[CH:30]=[CH:29][CH:28]=[CH:27][CH:26]=2)[O:11][CH:10]1[C:31](=[CH:34][N:35]([CH3:37])[CH3:36])[C:32]#[N:33])[C:2]1[CH:7]=[CH:6][CH:5]=[CH:4][CH:3]=1, predict the reactants needed to synthesize it. The reactants are: [CH2:1]([O:8][C@@H:9]1[C@H:13]([O:14][CH2:15][C:16]2[CH:21]=[CH:20][CH:19]=[CH:18][CH:17]=2)[C@@H:12]([CH2:22][O:23][CH2:24][C:25]2[CH:30]=[CH:29][CH:28]=[CH:27][CH:26]=2)[O:11][CH:10]1[CH2:31][C:32]#[N:33])[C:2]1[CH:7]=[CH:6][CH:5]=[CH:4][CH:3]=1.[CH3:34][N:35]([CH:37]=O)[CH3:36].C(OC(N(C)C)N(C)C)(C)(C)C. (4) Given the product [Br:1][C:2]1[CH:3]=[C:4]([CH2:5][OH:6])[CH:8]=[CH:9][C:10]=1[C:11]([F:13])([F:14])[F:12], predict the reactants needed to synthesize it. The reactants are: [Br:1][C:2]1[CH:3]=[C:4]([CH:8]=[CH:9][C:10]=1[C:11]([F:14])([F:13])[F:12])[C:5](O)=[O:6].B.C1COCC1.CO.Cl. (5) Given the product [F:13][C:10]1[CH:11]=[CH:12][C:7]([N:6]2[C:19]([CH3:20])=[CH:18][CH:17]=[C:3]([C:1]#[N:2])[C:4]2=[O:5])=[C:8]([CH3:14])[CH:9]=1, predict the reactants needed to synthesize it. The reactants are: [C:1]([CH2:3][C:4]([NH:6][C:7]1[CH:12]=[CH:11][C:10]([F:13])=[CH:9][C:8]=1[CH3:14])=[O:5])#[N:2].CO[CH:17]=[CH:18][C:19](=O)[CH3:20].N12CCN(CC1)CC2. (6) Given the product [Cl:1][C:2]1[CH:3]=[C:4]([C@@H:8]2[CH2:12][O:11][C:10](=[O:13])[N:9]2[CH:14]2[CH2:19][CH2:18][N:17]([CH2:20][C:21]3[C:22]([CH3:36])=[N:23][C:24]([O:27][C:28]4[CH:29]=[CH:30][C:31]([OH:34])=[CH:32][CH:33]=4)=[CH:25][CH:26]=3)[CH2:16][CH2:15]2)[CH:5]=[CH:6][CH:7]=1, predict the reactants needed to synthesize it. The reactants are: [Cl:1][C:2]1[CH:3]=[C:4]([C@@H:8]2[CH2:12][O:11][C:10](=[O:13])[N:9]2[CH:14]2[CH2:19][CH2:18][N:17]([CH2:20][C:21]3[C:22]([CH3:36])=[N:23][C:24]([O:27][C:28]4[CH:33]=[CH:32][C:31]([O:34]C)=[CH:30][CH:29]=4)=[CH:25][CH:26]=3)[CH2:16][CH2:15]2)[CH:5]=[CH:6][CH:7]=1.B(Br)(Br)Br.CO. (7) Given the product [CH:1]1([C:7]2[N:11]([C:12]3[CH:13]=[CH:14][CH:15]=[CH:16][CH:17]=3)[CH:10]=[N:9][C:8]=2[C:18]([OH:20])=[O:19])[CH2:2][CH2:3][CH2:4][CH2:5][CH2:6]1, predict the reactants needed to synthesize it. The reactants are: [CH:1]1([C:7]2[N:11]([C:12]3[CH:17]=[CH:16][CH:15]=[CH:14][CH:13]=3)[CH:10]=[N:9][C:8]=2[C:18]([O:20]C)=[O:19])[CH2:6][CH2:5][CH2:4][CH2:3][CH2:2]1.[OH-].[Na+]. (8) Given the product [CH3:1][C@@:2]1([OH:22])[C@H:6]([OH:7])[C@@H:5]([CH2:8][OH:9])[O:4][C@H:3]1[N:10]1[C:14]2[N:15]=[CH:16][N:17]=[C:18]([NH2:19])[C:13]=2[C:12]([CH:20]=[CH2:21])=[CH:11]1, predict the reactants needed to synthesize it. The reactants are: [CH3:1][C@@:2]1([OH:22])[C@H:6]([OH:7])[C@@H:5]([CH2:8][OH:9])[O:4][C@H:3]1[N:10]1[C:14]2[N:15]=[CH:16][N:17]=[C:18]([NH2:19])[C:13]=2[C:12]([C:20]#[CH:21])=[CH:11]1.[H][H]. (9) Given the product [CH:11]1[C:12]2[C:7](=[N:6][C:5]3[C:14]([C:13]=2[NH:15][C@@H:16]([CH3:25])[CH2:17][CH2:18][CH2:19][N:20]([CH2:23][CH3:24])[CH2:21][CH3:22])=[CH:1][CH:2]=[CH:3][CH:4]=3)[CH:8]=[CH:9][CH:10]=1, predict the reactants needed to synthesize it. The reactants are: [CH:1]1[C:14]2[C:5](=[N:6][C:7]3[C:12]([C:13]=2[NH:15][CH:16]([CH3:25])[CH2:17][CH2:18][CH2:19][N:20]([CH2:23][CH3:24])[CH2:21][CH3:22])=[CH:11][CH:10]=[CH:9][CH:8]=3)[CH:4]=[CH:3][CH:2]=1.ClC1C2C(N=C3C=1C=CC=C3)=CC=CC=2.N[C@H](CCCN(CC)CC)C.C1(O)C=CC=CC=1.C(N(CC)CC)C.